From a dataset of M1 muscarinic receptor antagonist screen with 61,756 compounds. Binary Classification. Given a drug SMILES string, predict its activity (active/inactive) in a high-throughput screening assay against a specified biological target. (1) The compound is O=c1n(c2c(c3n(c(cc13)C(=O)NCCN(CC)CC)C)cccc2)C. The result is 0 (inactive). (2) The drug is O=C1N2C(C(c3c1cccc3)C(=O)NCCCOCC)c1c(CC2)cccc1. The result is 0 (inactive). (3) The drug is O(c1c(n2c3nc(nc(c3[nH]c2=O)C(=O)N)c2c(OC)cc(OC)cc2)cccc1)C. The result is 0 (inactive).